From a dataset of Human Reference Interactome with 51,813 positive PPI pairs across 8,248 proteins, plus equal number of experimentally-validated negative pairs. Binary Classification. Given two protein amino acid sequences, predict whether they physically interact or not. (1) Protein 1 (ENSG00000124635) has sequence MPEPAKSAPAPKKGSKKAVTKAQKKDGKKRKRSRKESYSIYVYKVLKQVHPDTGISSKAMGIMNSFVNDIFERIAGEASRLAHYNKRSTITSREIQTAVRLLLPGELAKHAVSEGTKAVTKYTSAK*XDIFERIAGGVAETSQQAHLH*. Protein 2 (ENSG00000004799) has sequence MKAARFVLRSAGSLNGAGLVPREVEHFSRYSPSPLSMKQLLDFGSENACERTSFAFLRQELPVRLANILKEIDILPTQLVNTSSVQLVKSWYIQSLMDLVEFHEKSPDDQKALSDFVDTLIKVRNRHHNVVPTMAQGIIEYKDACTVDPVTNQNLQYFLDRFYMNRISTRMLMNQHILIFSDSQTGNPSHIGSIDPNCDVVAVVQDAFECSRMLCDQYYLSSPELKLTQVNGKFPDQPIHIVYVPSHLHHMLFELFKNAMRATVEHQENQPSLTPIEVIVVLGKEDLTIKISDRGGGVPL.... Result: 0 (the proteins do not interact). (2) Result: 0 (the proteins do not interact). Protein 1 (ENSG00000188716) has sequence MTSGEVKTSLKNAYSSAKRLSPKMEEEGEEEDYCTPGAFELERLFWKGSPQYTHVNEVWPKLYIGDEATALDRYRLQKAGFTHVLNAAHGRWNVDTGPDYYRDMDIQYHGVEADDLPTFDLSVFFYPAAAFIDRALSDDHSKILVHCVMGRSRSATLVLAYLMIHKDMTLVDAIQQVAKNRCVLPNRGFLKQLRELDKQLVQQRRRSQRQDGEEEDGREL*. Protein 2 (ENSG00000137868) has sequence MSSQPAGNQTSPGATEDYSYGSWYIDEPQGGEELQPEGEVPSCHTSIPPGLYHACLASLSILVLLLLAMLVRRRQLWPDCVRGRPGLPSPVDFLAGDRPRAVPAAVFMVLLSSLCLLLPDEDALPFLTLASAPSQDGKTEAPRGAWKILGLFYYAALYYPLAACATAGHTAAHLLGSTLSWAHLGVQVWQRAECPQVPKIYKYYSLLASLPLLLGLGFLSLWYPVQLVRSFSRRTGAGSKGLQSSYSEEYLRNLLCRKKLGSSYHTSKHGFLSWARVCLRHCIYTPQPGFHLPLKLVLSA.... (3) Protein 1 (ENSG00000196152) has sequence MLEEGVLPSPGPALPQEENTGEEGMAAGLLTAGPRGSTFFSSVTVAFAQERWRCLVSTPRDRFKEGIPGKSRSLVLLGLPVSQPGMNSQLEQREGAWMLEGEDLRSPSPGWKIISGSPPEQALSEASFQDPCVEMPPGDSDHGTSDLEKSFNLRPVLSPQQRVPVEARPRKCETHTESFKNSEILKPHRAKPYACNECGKAFSYCSSLSQHQKSHTGEKPYECSECGKAFSQSSSLIQHQRIHTGEKPYKCSECGRAFSQNANLTKHQRTHTGEKPYRCSECEKAFSDCSALVQHQRIHT.... Protein 2 (ENSG00000169221) has sequence METGTAPLVAPPRRHGAPAAPSPPPRGSRAGPVVVVAPGPPVTTATSAPVTLVAPGEARPAWVPGSAETSAPAPAPAPAPAPAVTGSTVVVLTLEASPEAPKPQLPSGPESPEPAAVAGVETSRALAAGADSPKTEEARPSPAPGPGTPTGTPTRTPSRTAPGALTAKPPLAPKPGTTVASGVTARSASGQVTGGHGAAAATSASAGQAPEDPSGPGTGPSGTCEAPVAVVTVTPAPEPAENSQDLGSTSSLGPGISGPRGQAPDTLSYLDSVSLMSGTLESLADDVSSMGSDSEINGLA.... Result: 0 (the proteins do not interact). (4) Protein 1 (ENSG00000184436) has sequence MPRHCSAAGCCTRDTRETRNRGISFHRLPKKDNPRRGLWLANCQRLDPSGQGLWDPASEYIYFCSKHFEEDCFELVGISGYHRLKEGAVPTIFESFSKLRRTTKTKGHSYPPGPAEVSRLRRCRKRCSEGRGPTTPFSPPPPADVTCFPVEEASAPATLPASPAGRLEPGLSSPFSDLLGPLGAQADEAGCSAQPSPERQPSPLEPRPVSPSAYMLRLPPPAGAYIQNEHSYQVGSALLWKRRAEAALDALDKAQRQLQACKRREQRLRLRLTKLQQERAREKRAQADARQTLKEHVQDF.... Protein 2 (ENSG00000186860) has sequence MGCCPGDCFTCCTQEQNCCEECCCQPGCCGCCGSCCGCGGSGCGGSGCGGSCCGSSCCGSGCGGCGGCGGCGGGCCGSSCCGSSCCGSGCCGPVCCQPTPICDTK*. Result: 1 (the proteins interact). (5) Protein 1 (ENSG00000107404) has sequence MAETKIIYHMDEEETPYLVKLPVAPERVTLADFKNVLSNRPVHAYKFFFKSMDQDFGVVKEEIFDDNAKLPCFNGRVVSWLVLAEGAHSDAGSQGTDSHTDLPPPLERTGGIGDSRPPSFHPNVASSRDGMDNETGTESMVSHRRERARRRNREEAARTNGHPRGDRRRDVGLPPDSASTALSSELESSSFVDSDEDGSTSRLSSSTEQSTSSRLIRKHKRRRRKQRLRQADRASSFSSITDSTMSLNIVTVTLNMERHHFLGISIVGQSNDRGDGGIYIGSIMKGGAVAADGRIEPGDM.... Protein 2 (ENSG00000160256) has sequence MGKVRGLRARVHQAAVRPKGEAAPGPAPPAPEATPPPASAAGKDWAFINTNIFARTKIDPSALVQKLELDVRSVTSVRRGEAGSSARSVPSIRRGAEAKTVLPKKEKMKLRREQWLQKIEAIKLAEQKHREERRRRATVVVGDLHPLRDALPELLGLEAGSRRQARSRESNKPRPSELSRMSAAQRQQLLEEERTRFQELLASPAYRASPLVAIGQTLARQMQLEDGGQL*MGKVRGLRARVHQAAVRPKGEAAPGPAPPAPEATPPPASAAGKDWAFINTNIFARTKIDPSALVQKLEL.... Result: 0 (the proteins do not interact).